Dataset: Peptide-MHC class II binding affinity with 134,281 pairs from IEDB. Task: Regression. Given a peptide amino acid sequence and an MHC pseudo amino acid sequence, predict their binding affinity value. This is MHC class II binding data. (1) The peptide sequence is ARILRQLATPISVII. The MHC is DRB1_1302 with pseudo-sequence DRB1_1302. The binding affinity (normalized) is 0.818. (2) The peptide sequence is PATPAAPGAGYTPAT. The MHC is DRB1_1602 with pseudo-sequence DRB1_1602. The binding affinity (normalized) is 0. (3) The peptide sequence is PVGFFTALAVLIECH. The MHC is DRB4_0101 with pseudo-sequence DRB4_0103. The binding affinity (normalized) is 0.580.